The task is: Predict the product of the given reaction.. This data is from Forward reaction prediction with 1.9M reactions from USPTO patents (1976-2016). (1) The product is: [Br:8][C:9]1[CH:14]=[CH:13][C:12]([C:15]2([C:16]#[N:17])[CH2:6][CH2:5][CH2:4]2)=[C:11]([F:18])[CH:10]=1. Given the reactants [H-].[Na+].Br[CH2:4][CH2:5][CH2:6]Br.[Br:8][C:9]1[CH:14]=[CH:13][C:12]([CH2:15][C:16]#[N:17])=[C:11]([F:18])[CH:10]=1.[Cl-].[NH4+], predict the reaction product. (2) Given the reactants [C:1]([O:5][C:6]([NH:8][C:9]1[CH:17]=[CH:16][C:12]([C:13]([OH:15])=[O:14])=[C:11]([OH:18])[CH:10]=1)=[O:7])([CH3:4])([CH3:3])[CH3:2].Cl.CN(C)[CH2:22][CH2:23]CN=C=NCC.C(O)C, predict the reaction product. The product is: [C:1]([O:5][C:6]([NH:8][C:9]1[CH:17]=[CH:16][C:12]([C:13]([O:15][CH2:22][CH3:23])=[O:14])=[C:11]([OH:18])[CH:10]=1)=[O:7])([CH3:4])([CH3:2])[CH3:3]. (3) Given the reactants [CH2:1]([O:3][C:4](=[O:19])[NH:5][C@H:6]1[C:15](=O)[C:14]2[C:9](=[C:10]([F:18])[CH:11]=[C:12]([F:17])[CH:13]=2)[O:8][CH2:7]1)[CH3:2].CO.[BH4-].[Na+], predict the reaction product. The product is: [CH2:1]([O:3][C:4](=[O:19])[NH:5][C@@H:6]1[CH2:15][C:14]2[C:9](=[C:10]([F:18])[CH:11]=[C:12]([F:17])[CH:13]=2)[O:8][CH2:7]1)[CH3:2]. (4) Given the reactants [C:1]([O:8][CH2:9][CH3:10])(=[O:7])[C:2]([O:4]CC)=O.[O-]CC.[Na+].[CH3:15][C:16]1[CH:21]=[CH:20][N:19]=[C:18]([C:22](=[O:24])[CH3:23])[CH:17]=1.O, predict the reaction product. The product is: [CH3:15][C:16]1[CH:21]=[CH:20][N:19]=[C:18]([C:22](=[O:24])[CH2:23][C:2](=[O:4])[C:1]([O:8][CH2:9][CH3:10])=[O:7])[CH:17]=1.